Task: Predict the product of the given reaction.. Dataset: Forward reaction prediction with 1.9M reactions from USPTO patents (1976-2016) Given the reactants Br[C:2]1[CH:3]=[CH:4][C:5]([O:8][CH2:9][CH2:10][O:11][CH2:12][CH2:13][C:14]([O:16][C:17]([CH3:20])([CH3:19])[CH3:18])=[O:15])=[N:6][CH:7]=1.[N+:21]([C:24]1[CH:29]=[CH:28][C:27](B(O)O)=[CH:26][CH:25]=1)([O-:23])=[O:22].O1CCOCC1.C(=O)([O-])[O-].[K+].[K+], predict the reaction product. The product is: [N+:21]([C:24]1[CH:29]=[CH:28][C:27]([C:2]2[CH:3]=[CH:4][C:5]([O:8][CH2:9][CH2:10][O:11][CH2:12][CH2:13][C:14]([O:16][C:17]([CH3:20])([CH3:19])[CH3:18])=[O:15])=[N:6][CH:7]=2)=[CH:26][CH:25]=1)([O-:23])=[O:22].